Predict the reactants needed to synthesize the given product. From a dataset of Full USPTO retrosynthesis dataset with 1.9M reactions from patents (1976-2016). (1) Given the product [I:88][CH2:22][C:21]([CH2:44][O:45][CH2:46][CH2:47][CH2:48][CH2:49][CH2:50][CH2:51][CH2:52][CH2:53][CH2:54][CH2:55][CH2:56][CH2:57][CH2:58][CH2:59][CH2:60][CH2:61][CH2:62][CH3:63])([CH2:24][O:25][CH2:26][CH2:27][CH2:28][CH2:29][CH2:30][CH2:31][CH2:32][CH2:33][CH2:34][CH2:35][CH2:36][CH2:37][CH2:38][CH2:39][CH2:40][CH2:41][CH2:42][CH3:43])[CH2:20][O:19][CH2:1][CH2:2][CH2:3][CH2:4][CH2:5][CH2:6][CH2:7][CH2:8][CH2:9][CH2:10][CH2:11][CH2:12][CH2:13][CH2:14][CH2:15][CH2:16][CH2:17][CH3:18], predict the reactants needed to synthesize it. The reactants are: [CH2:1]([O:19][CH2:20][C:21]([CH2:44][O:45][CH2:46][CH2:47][CH2:48][CH2:49][CH2:50][CH2:51][CH2:52][CH2:53][CH2:54][CH2:55][CH2:56][CH2:57][CH2:58][CH2:59][CH2:60][CH2:61][CH2:62][CH3:63])([CH2:24][O:25][CH2:26][CH2:27][CH2:28][CH2:29][CH2:30][CH2:31][CH2:32][CH2:33][CH2:34][CH2:35][CH2:36][CH2:37][CH2:38][CH2:39][CH2:40][CH2:41][CH2:42][CH3:43])[CH2:22]O)[CH2:2][CH2:3][CH2:4][CH2:5][CH2:6][CH2:7][CH2:8][CH2:9][CH2:10][CH2:11][CH2:12][CH2:13][CH2:14][CH2:15][CH2:16][CH2:17][CH3:18].C1(P(C2C=CC=CC=2)C2C=CC=CC=2)C=CC=CC=1.N1C=CN=C1.[I:88]I. (2) Given the product [CH3:14][C:2]([O:27][CH2:22][C:23]([F:26])([F:25])[F:24])([CH3:15])[C:3]([NH:5][O:6][CH2:7][C:8]1[CH:13]=[CH:12][CH:11]=[CH:10][CH:9]=1)=[O:4], predict the reactants needed to synthesize it. The reactants are: Br[C:2]([CH3:15])([CH3:14])[C:3]([NH:5][O:6][CH2:7][C:8]1[CH:13]=[CH:12][CH:11]=[CH:10][CH:9]=1)=[O:4].CCOC(C)=O.[CH2:22]([OH:27])[C:23]([F:26])([F:25])[F:24].